This data is from Retrosynthesis with 50K atom-mapped reactions and 10 reaction types from USPTO. The task is: Predict the reactants needed to synthesize the given product. (1) The reactants are: CN(C)CCO.Nc1cc(F)ccc1[N+](=O)[O-]. Given the product CN(C)CCOc1ccc([N+](=O)[O-])c(N)c1, predict the reactants needed to synthesize it. (2) The reactants are: CCCc1c(OCc2cccc(C(=O)Nc3cccc(C(=O)OC)c3)c2)ccc(C(C)=O)c1O. Given the product CCCc1c(OCc2cccc(C(=O)Nc3cccc(C(=O)O)c3)c2)ccc(C(C)=O)c1O, predict the reactants needed to synthesize it. (3) Given the product Cc1cc(C)nc(N)n1, predict the reactants needed to synthesize it. The reactants are: CC(=O)CC(C)=O.N=C(N)N. (4) Given the product CN(Cc1ccc(C(F)(F)F)c(F)c1)C1CN(C(=O)CCCCC#N)CC1c1ccc(Cl)c(Cl)c1, predict the reactants needed to synthesize it. The reactants are: CN(Cc1ccc(C(F)(F)F)c(F)c1)C1CN(C(=O)CCCCBr)CC1c1ccc(Cl)c(Cl)c1.[C-]#N. (5) Given the product CC(C)C1CNCCO1, predict the reactants needed to synthesize it. The reactants are: CC(C)C1CN(C(=O)OC(C)(C)C)CCO1. (6) Given the product CCOC(=O)c1c(O)c(OCC(N)=O)c(C(=O)OCC)n1-c1ccc(OC)cc1, predict the reactants needed to synthesize it. The reactants are: CCOC(=O)c1c(OCC(N)=O)c(OCc2ccccc2)c(C(=O)OCC)n1-c1ccc(OC)cc1. (7) Given the product Nc1cc(Cl)c(Oc2nc3c(Cl)cccc3s2)c(Cl)c1, predict the reactants needed to synthesize it. The reactants are: Clc1nc2c(Cl)cccc2s1.Nc1cc(Cl)c(O)c(Cl)c1.